This data is from Forward reaction prediction with 1.9M reactions from USPTO patents (1976-2016). The task is: Predict the product of the given reaction. Given the reactants [NH:1]1[C:9]2[C:4](=[CH:5][C:6]([NH:10][C:11]3[N:20]=[CH:19][C:18]([CH:21]4[CH2:23][CH2:22]4)=[CH:17][C:12]=3[C:13]([O:15][CH3:16])=[O:14])=[CH:7][CH:8]=2)[CH:3]=[CH:2]1.[F:24][C:25]1[CH:30]=[CH:29][C:28](I)=[CH:27][CH:26]=1.[C@@H]1(N)CCCC[C@H]1N.P([O-])([O-])([O-])=O.[K+].[K+].[K+], predict the reaction product. The product is: [CH:21]1([C:18]2[CH:19]=[N:20][C:11]([NH:10][C:6]3[CH:5]=[C:4]4[C:9](=[CH:8][CH:7]=3)[N:1]([C:28]3[CH:29]=[CH:30][C:25]([F:24])=[CH:26][CH:27]=3)[CH:2]=[CH:3]4)=[C:12]([CH:17]=2)[C:13]([O:15][CH3:16])=[O:14])[CH2:23][CH2:22]1.